From a dataset of Forward reaction prediction with 1.9M reactions from USPTO patents (1976-2016). Predict the product of the given reaction. (1) The product is: [C:1]([O:5][C:6](=[O:19])[NH:7][C:8]1[CH:13]=[C:12]([C:14]([F:17])([F:16])[F:15])[CH:11]=[C:10]([N:24]2[CH2:25][CH2:26][N:21]([CH3:20])[CH2:22][CH2:23]2)[CH:9]=1)([CH3:4])([CH3:3])[CH3:2]. Given the reactants [C:1]([O:5][C:6](=[O:19])[NH:7][C:8]1[CH:13]=[C:12]([C:14]([F:17])([F:16])[F:15])[CH:11]=[C:10](Br)[CH:9]=1)([CH3:4])([CH3:3])[CH3:2].[CH3:20][N:21]1[CH2:26][CH2:25][NH:24][CH2:23][CH2:22]1.CC([O-])(C)C.[Na+].C(P(C(C)(C)C)C(C)(C)C)(C)(C)C, predict the reaction product. (2) The product is: [Cl:31][CH2:2][C:3]1[N:4]=[CH:5][N:6]([C:8]([O:10][C:11]([CH3:14])([CH3:13])[CH3:12])=[O:9])[CH:7]=1. Given the reactants O[CH2:2][C:3]1[N:4]=[CH:5][N:6]([C:8]([O:10][C:11]([CH3:14])([CH3:13])[CH3:12])=[O:9])[CH:7]=1.OCC1N(C(OC(C)(C)C)=O)C=NC=1.O=S(Cl)[Cl:31], predict the reaction product. (3) The product is: [NH2:8][C:5]1[N:6]=[CH:7][C:2]([C:38]2[CH:39]=[CH:40][C:35]([CH2:34][NH:33][C:18]3[N:17]=[CH:16][C:15]([C:13]#[N:14])=[CH:32][C:19]=3[C:20]([NH:22][C@H:23]([C:25]3[CH:30]=[CH:29][C:28]([F:31])=[CH:27][CH:26]=3)[CH3:24])=[O:21])=[CH:36][CH:37]=2)=[N:3][C:4]=1[CH2:9][N:10]([CH3:12])[CH3:11]. Given the reactants Br[C:2]1[N:3]=[C:4]([CH2:9][N:10]([CH3:12])[CH3:11])[C:5]([NH2:8])=[N:6][CH:7]=1.[C:13]([C:15]1[CH:16]=[N:17][C:18]([NH:33][CH2:34][C:35]2[CH:40]=[CH:39][C:38](B3OC(C)(C)C(C)(C)O3)=[CH:37][CH:36]=2)=[C:19]([CH:32]=1)[C:20]([NH:22][C@H:23]([C:25]1[CH:30]=[CH:29][C:28]([F:31])=[CH:27][CH:26]=1)[CH3:24])=[O:21])#[N:14].O1CCOCC1.C(=O)(O)[O-].[Na+].O, predict the reaction product. (4) Given the reactants Br[C:2]1[CH:11]=[CH:10][C:9]2[C:4](=[CH:5][CH:6]=[C:7]([OH:12])[CH:8]=2)[CH:3]=1.B1(B2OC(C)(C)C(C)(C)O2)OC(C)(C)C(C)(C)O1.ClCCl.C([O-])(=O)C.[K+].Br[C:40]1[C:48]2[C:43](=[CH:44][CH:45]=[C:46]([C:49]#[N:50])[CH:47]=2)[N:42]([CH:51]2[CH2:56][CH2:55][CH2:54][CH2:53][O:52]2)[N:41]=1.P([O-])([O-])([O-])=O.[K+].[K+].[K+], predict the reaction product. The product is: [OH:12][C:7]1[CH:8]=[C:9]2[C:4](=[CH:5][CH:6]=1)[CH:3]=[C:2]([C:40]1[C:48]3[C:43](=[CH:44][CH:45]=[C:46]([C:49]#[N:50])[CH:47]=3)[N:42]([CH:51]3[CH2:56][CH2:55][CH2:54][CH2:53][O:52]3)[N:41]=1)[CH:11]=[CH:10]2. (5) Given the reactants [CH3:1][C:2]1[CH:28]=[CH:27][CH:26]=[CH:25][C:3]=1[C:4]([NH:6][C:7]1[CH:12]=[CH:11][CH:10]=[C:9]([C:13]([C:15]2[CH:23]=[C:22]3[C:18]([CH2:19][C:20](=[O:24])[NH:21]3)=[CH:17][CH:16]=2)=[O:14])[CH:8]=1)=[O:5].[CH:29](OCC)=[O:30].[O-]CC.[Na+].Cl, predict the reaction product. The product is: [OH:30][CH:29]=[C:19]1[C:18]2[C:22](=[CH:23][C:15]([C:13]([C:9]3[CH:8]=[C:7]([NH:6][C:4](=[O:5])[C:3]4[CH:25]=[CH:26][CH:27]=[CH:28][C:2]=4[CH3:1])[CH:12]=[CH:11][CH:10]=3)=[O:14])=[CH:16][CH:17]=2)[NH:21][C:20]1=[O:24].